Dataset: Full USPTO retrosynthesis dataset with 1.9M reactions from patents (1976-2016). Task: Predict the reactants needed to synthesize the given product. Given the product [F:1][C:2]1[C:3]2[NH:16][C:17](=[O:18])[N:8]([C:9]3[CH:14]=[CH:13][CH:12]=[C:11]([F:15])[CH:10]=3)[C:4]=2[CH:5]=[CH:6][CH:7]=1, predict the reactants needed to synthesize it. The reactants are: [F:1][C:2]1[CH:7]=[CH:6][CH:5]=[C:4]([NH:8][C:9]2[CH:14]=[CH:13][CH:12]=[C:11]([F:15])[CH:10]=2)[C:3]=1[NH2:16].[C:17](C1NC=CN=1)(C1NC=CN=1)=[O:18].